This data is from Drug-target binding data from BindingDB using Ki measurements. The task is: Regression. Given a target protein amino acid sequence and a drug SMILES string, predict the binding affinity score between them. We predict pKi (pKi = -log10(Ki in M); higher means stronger inhibition). Dataset: bindingdb_ki. (1) The compound is COC(=O)[C@@H]1C[C@H](OC(C)=O)C(=O)[C@H]2[C@@]1(C)CC[C@H]1C(=O)O[C@H](c3ccoc3)C[C@]21C. The target protein sequence is MDSPIQIFRGEPGPTCAPSACLPPNSSAWFPGWAEPDSNGSAGSEDAQLEPAHISPAIPVIITAVYSVVFVVGLVGNSLVMFVIIRYTKMKTATNIYIFNLALADALVTTTMPFQSTVYLMNSWPFGDVLCKIVISIDYYNMFTSIFTLTMMSVDRYIAVCHPVKALDFRTPLKAKIINICIWLLSSSVGISAIVLGGTKVREDVDVIECSLQFPDDDYSWWDLFMKICVFIFAFVIPVLIIIVCYTLMILRLKSVRLLSGSREKDRNLRRITRLVLVVVAVFVVCWTPIHIFILVAALGSTSHSTAALSSYYFCIALGYTNSSLNPILYAFLDENFKRCFRDFCFPLKMRMERQSTSRVRNTVQDPAYLRDIDGMNKPV. The pKi is 8.1. (2) The compound is CN[C@@H](C)C(=O)N[C@H](C(=O)N1CCC[C@H]1c1nc2c(-c3ccccc3Cl)nccc2s1)C1CCOCC1. The target protein sequence is HAARMRTFMYWPSSVPVQPEQLASAGFYYVGRNDDVKCFCCDGGLRCWESGDDPWVEHAKWFPRCEFL. The pKi is 7.4.